Dataset: Peptide-MHC class I binding affinity with 185,985 pairs from IEDB/IMGT. Task: Regression. Given a peptide amino acid sequence and an MHC pseudo amino acid sequence, predict their binding affinity value. This is MHC class I binding data. (1) The peptide sequence is AQKLATKPV. The MHC is HLA-A68:02 with pseudo-sequence HLA-A68:02. The binding affinity (normalized) is 0.0847. (2) The peptide sequence is ASDYSQGAF. The MHC is HLA-A24:03 with pseudo-sequence HLA-A24:03. The binding affinity (normalized) is 0.213. (3) The peptide sequence is KLGEGFKSL. The MHC is HLA-B27:03 with pseudo-sequence HLA-B27:03. The binding affinity (normalized) is 0.0847.